From a dataset of Full USPTO retrosynthesis dataset with 1.9M reactions from patents (1976-2016). Predict the reactants needed to synthesize the given product. (1) Given the product [O:47]=[S:43]1(=[O:46])[CH2:42][CH2:41][CH:40]([NH:39][S:36]([C:33]2[CH:34]=[N:35][C:30]([C:9]3[CH:8]=[CH:7][N:6]=[C:5]4[NH:19][C:2]([CH3:1])=[CH:3][C:4]=34)=[CH:31][CH:32]=2)(=[O:38])=[O:37])[CH2:45][CH2:44]1, predict the reactants needed to synthesize it. The reactants are: [CH3:1][C:2]1[N:19](S(C2C=CC=CC=2)(=O)=O)[C:5]2=[N:6][CH:7]=[CH:8][C:9](B3OC(C)(C)C(C)(C)O3)=[C:4]2[CH:3]=1.Cl[C:30]1[N:35]=[CH:34][C:33]([S:36]([NH:39][CH:40]2[CH2:45][CH2:44][S:43](=[O:47])(=[O:46])[CH2:42][CH2:41]2)(=[O:38])=[O:37])=[CH:32][CH:31]=1.C(=O)([O-])[O-].[Na+].[Na+].[OH-].[Na+]. (2) Given the product [CH3:1][O:2][C:3]1[CH:11]=[C:7]2[C:6](=[CH:5][CH:4]=1)[N:12]=[C:23]([C:13]1[C:22]3[C:17](=[CH:18][CH:19]=[CH:20][CH:21]=3)[CH:16]=[CH:15][CH:14]=1)[NH:10][C:8]2=[O:9], predict the reactants needed to synthesize it. The reactants are: [CH3:1][O:2][C:3]1[CH:4]=[CH:5][C:6]([NH2:12])=[C:7]([CH:11]=1)[C:8]([NH2:10])=[O:9].[C:13]1([CH:23]=O)[C:22]2[C:17](=[CH:18][CH:19]=[CH:20][CH:21]=2)[CH:16]=[CH:15][CH:14]=1. (3) Given the product [O:9]=[S:6]1(=[O:10])[CH:7]=[CH:8][C:4]2[CH:3]=[C:2]([B:13]3[O:17][C:16]([CH3:19])([CH3:18])[C:15]([CH3:21])([CH3:20])[O:14]3)[CH:12]=[CH:11][C:5]1=2, predict the reactants needed to synthesize it. The reactants are: Br[C:2]1[CH:12]=[CH:11][C:5]2[S:6](=[O:10])(=[O:9])[CH:7]=[CH:8][C:4]=2[CH:3]=1.[B:13]1([B:13]2[O:17][C:16]([CH3:19])([CH3:18])[C:15]([CH3:21])([CH3:20])[O:14]2)[O:17][C:16]([CH3:19])([CH3:18])[C:15]([CH3:21])([CH3:20])[O:14]1.C([O-])(=O)C.[K+].C(Cl)Cl.